This data is from Reaction yield outcomes from USPTO patents with 853,638 reactions. The task is: Predict the reaction yield, written as a fraction of the theoretical maximum amount of product (1.0 means a 100% yield; for example, 0.34 means a 34% yield). (1) The catalyst is C(O)=O. The product is [CH3:1][N:2]1[C@@H:18]2[CH2:19][C:7]3[CH:8]=[CH:9][C:10]([O:22][CH3:23])=[C:11]4[O:12][CH:13]5[C:14]([CH:15]=[CH:16][C@:17]2([OH:24])[C@:5]5([C:6]=34)[CH2:4][CH2:3]1)=[O:20]. The reactants are [CH3:1][N:2]1[C@@H:18]2[CH2:19][C:7]3[CH:8]=[CH:9][C:10]([O:22][CH3:23])=[C:11]4[O:12][C@H:13]5[C:14]([O:20]C)=[CH:15][CH:16]=[C:17]2[C@:5]5([C:6]=34)[CH2:4][CH2:3]1.[OH:24]O.[OH-].[NH4+]. The yield is 0.750. (2) The reactants are [CH:1]1CCCCC=1.[C:7]([NH:15][C:16]1[C:17]2[N:18]=[CH:19][N:20]([C:36]=2[N:37]=[CH:38][N:39]=1)[C@@H:21]1[O:35][C@H:25]([CH2:26][O:27][Si](C(C)(C)C)(C)C)[C@@H:23]([OH:24])[CH2:22]1)(=[O:14])[C:8]1[CH:13]=[CH:12][CH:11]=[CH:10][CH:9]=1.[N-:40]=[N+:41]=[N-:42].[Na+].[NH4+].[F-]. The catalyst is C(Cl)Cl. The product is [C:7]([NH:15][C:16]1[C:17]2[N:18]=[CH:19][N:20]([C:36]=2[N:37]=[CH:38][N:39]=1)[C@@H:21]1[O:35][C@H:25]([CH2:26][OH:27])[C@@H:23]([O:24][CH2:1][N:40]=[N+:41]=[N-:42])[CH2:22]1)(=[O:14])[C:8]1[CH:13]=[CH:12][CH:11]=[CH:10][CH:9]=1. The yield is 0.480. (3) The reactants are [CH3:1][N:2]([CH3:34])[C:3]([CH:5]1[CH2:10][CH2:9][CH:8]([N:11]2[CH:15]=[C:14]([C:16]3[CH:17]=[N:18][C:19]([C:22]4[CH:27]=[CH:26][CH:25]=[C:24]([C:28]5[CH:29]=[N:30][N:31]([CH3:33])[CH:32]=5)[CH:23]=4)=[N:20][CH:21]=3)[CH:13]=[N:12]2)[CH2:7][CH2:6]1)=[O:4]. The catalyst is CN(C=O)C. The product is [CH3:1][N:2]([CH3:34])[C:3]([C@H:5]1[CH2:10][CH2:9][C@H:8]([N:11]2[CH:15]=[C:14]([C:16]3[CH:17]=[N:18][C:19]([C:22]4[CH:27]=[CH:26][CH:25]=[C:24]([C:28]5[CH:29]=[N:30][N:31]([CH3:33])[CH:32]=5)[CH:23]=4)=[N:20][CH:21]=3)[CH:13]=[N:12]2)[CH2:7][CH2:6]1)=[O:4]. The yield is 0.200. (4) The reactants are C[O:2][C:3](=[O:32])[C:4]1[CH:9]=[C:8]([NH:10][CH:11]2[CH2:16][CH2:15][N:14]([CH2:17][C:18]3[CH:23]=[C:22]([O:24][CH2:25][CH3:26])[C:21]([Cl:27])=[C:20]([O:28][CH2:29][CH3:30])[CH:19]=3)[CH2:13][CH2:12]2)[N:7]=[C:6]([Cl:31])[CH:5]=1.[Li+].[OH-].O.Cl. The catalyst is C1COCC1.CO. The product is [Cl:31][C:6]1[CH:5]=[C:4]([CH:9]=[C:8]([NH:10][CH:11]2[CH2:16][CH2:15][N:14]([CH2:17][C:18]3[CH:23]=[C:22]([O:24][CH2:25][CH3:26])[C:21]([Cl:27])=[C:20]([O:28][CH2:29][CH3:30])[CH:19]=3)[CH2:13][CH2:12]2)[N:7]=1)[C:3]([OH:32])=[O:2]. The yield is 0.730.